From a dataset of Peptide-MHC class I binding affinity with 185,985 pairs from IEDB/IMGT. Regression. Given a peptide amino acid sequence and an MHC pseudo amino acid sequence, predict their binding affinity value. This is MHC class I binding data. (1) The peptide sequence is RRIRQGLELTL. The MHC is Mamu-A07 with pseudo-sequence Mamu-A07. The binding affinity (normalized) is 0.0533. (2) The peptide sequence is ALRSRWRAL. The MHC is HLA-B51:01 with pseudo-sequence HLA-B51:01. The binding affinity (normalized) is 0.0847. (3) The peptide sequence is APRELLQYI. The MHC is HLA-B40:01 with pseudo-sequence HLA-B40:01. The binding affinity (normalized) is 0.0847. (4) The peptide sequence is QRESTAMAYY. The MHC is Mamu-B17 with pseudo-sequence Mamu-B17. The binding affinity (normalized) is 0.141. (5) The peptide sequence is RQGSTPLAL. The MHC is H-2-Db with pseudo-sequence H-2-Db. The binding affinity (normalized) is 0.0140. (6) The peptide sequence is AAIDLSHFL. The MHC is HLA-B58:01 with pseudo-sequence HLA-B58:01. The binding affinity (normalized) is 0.542. (7) The peptide sequence is KGPDIYKG. The MHC is H-2-Db with pseudo-sequence H-2-Db. The binding affinity (normalized) is 0.